From a dataset of Catalyst prediction with 721,799 reactions and 888 catalyst types from USPTO. Predict which catalyst facilitates the given reaction. Reactant: [CH2:1]([O:3][C:4](=[O:22])[C:5]1[CH:10]=[CH:9][C:8]([N:11]2[C:19]3[C:14](=[CH:15][CH:16]=[C:17]([CH2:20][OH:21])[CH:18]=3)[CH:13]=[CH:12]2)=[CH:7][CH:6]=1)[CH3:2].[C:23](OC(=O)C)(=[O:25])[CH3:24].N1C=CC=CC=1.O. Product: [CH2:1]([O:3][C:4](=[O:22])[C:5]1[CH:10]=[CH:9][C:8]([N:11]2[C:19]3[C:14](=[CH:15][CH:16]=[C:17]([CH2:20][O:21][C:23](=[O:25])[CH3:24])[CH:18]=3)[CH:13]=[CH:12]2)=[CH:7][CH:6]=1)[CH3:2]. The catalyst class is: 4.